The task is: Regression. Given a peptide amino acid sequence and an MHC pseudo amino acid sequence, predict their binding affinity value. This is MHC class I binding data.. This data is from Peptide-MHC class I binding affinity with 185,985 pairs from IEDB/IMGT. The peptide sequence is DVSPLMHLF. The MHC is HLA-A02:01 with pseudo-sequence HLA-A02:01. The binding affinity (normalized) is 0.0847.